Dataset: TCR-epitope binding with 47,182 pairs between 192 epitopes and 23,139 TCRs. Task: Binary Classification. Given a T-cell receptor sequence (or CDR3 region) and an epitope sequence, predict whether binding occurs between them. The epitope is KTWGQYWQV. The TCR CDR3 sequence is CASSEATGASYEQYF. Result: 0 (the TCR does not bind to the epitope).